From a dataset of Full USPTO retrosynthesis dataset with 1.9M reactions from patents (1976-2016). Predict the reactants needed to synthesize the given product. (1) Given the product [C:39]1([S:45]([NH:22][CH:23]([CH2:19][C:20]2[C:19]3[C:23](=[C:24]([O:28][CH3:29])[C:25]([Cl:27])=[CH:26][CH:18]=3)[N:22]([S:30]([C:33]3[CH:38]=[CH:37][CH:36]=[CH:35][CH:34]=3)(=[O:31])=[O:32])[N:21]=2)[C:24]([NH:49][CH2:54][CH2:53][CH2:52][CH2:51][C:50]2[CH:37]=[CH:38][CH:33]=[CH:34][CH:35]=2)=[O:28])(=[O:47])=[O:46])[CH:44]=[CH:43][CH:42]=[CH:41][CH:40]=1, predict the reactants needed to synthesize it. The reactants are: Cl.NC(C[C:18]1[CH:26]=[C:25]([Cl:27])[C:24]([O:28][CH3:29])=[C:23]2[C:19]=1[CH:20]=[N:21][N:22]2[S:30]([C:33]1[CH:38]=[CH:37][CH:36]=[CH:35][CH:34]=1)(=[O:32])=[O:31])C(NCCCCC1C=CC=CC=1)=O.[C:39]1([S:45](Cl)(=[O:47])=[O:46])[CH:44]=[CH:43][CH:42]=[CH:41][CH:40]=1.[N:49]1[CH:54]=[CH:53][CH:52]=[CH:51][CH:50]=1. (2) Given the product [F:18][C:8]1[CH:9]=[C:10]([O:13][C:14]([F:17])([F:16])[F:15])[CH:11]=[CH:12][C:7]=1[C:22](=[O:24])[CH3:23], predict the reactants needed to synthesize it. The reactants are: C([Li])CCC.Br[C:7]1[CH:12]=[CH:11][C:10]([O:13][C:14]([F:17])([F:16])[F:15])=[CH:9][C:8]=1[F:18].CON(C)[C:22](=[O:24])[CH3:23]. (3) The reactants are: [F:1][C:2]([F:31])([F:30])[C:3]1[CH:4]=[C:5]([CH:23]=[C:24]([C:26]([F:29])([F:28])[F:27])[CH:25]=1)[C:6]([N:8]1[CH2:13][CH2:12][NH:11][CH2:10][C@H:9]1[CH2:14][C:15]1[CH:20]=[CH:19][C:18]([CH3:21])=[C:17]([CH3:22])[CH:16]=1)=[O:7].C(=O)([O-])[O-].[K+].[K+].[ClH:38].[N:39]1[CH:44]=[CH:43][CH:42]=[C:41]([C:45]#[C:46][CH2:47][Cl:48])[CH:40]=1.[I-].[K+]. Given the product [ClH:48].[ClH:38].[F:31][C:2]([F:1])([F:30])[C:3]1[CH:4]=[C:5]([CH:23]=[C:24]([C:26]([F:27])([F:28])[F:29])[CH:25]=1)[C:6]([N:8]1[CH2:13][CH2:12][N:11]([CH2:47][C:46]#[C:45][C:41]2[CH:40]=[N:39][CH:44]=[CH:43][CH:42]=2)[CH2:10][C@H:9]1[CH2:14][C:15]1[CH:20]=[CH:19][C:18]([CH3:21])=[C:17]([CH3:22])[CH:16]=1)=[O:7], predict the reactants needed to synthesize it. (4) Given the product [NH2:13][C:10]1[C:11]([CH3:12])=[CH:2][CH:3]=[C:4]2[C:9]=1[N:8]=[CH:7][NH:6][C:5]2=[O:16], predict the reactants needed to synthesize it. The reactants are: Br[C:2]1[CH:3]=[C:4]2[C:9](=[C:10]([N+:13]([O-])=O)[C:11]=1[CH3:12])[N:8]=[CH:7][NH:6][C:5]2=[O:16]. (5) Given the product [F:1][C:2]1[CH:3]=[C:4]([CH:29]=[CH:30][CH:31]=1)[CH2:5][N:6]([CH2:20][C:21]1[CH:26]=[CH:25][C:24]([O:27][CH3:28])=[CH:23][CH:22]=1)[S:7]([C:10]1[CH:11]=[CH:12][C:13]([C:14]([OH:16])=[O:15])=[CH:18][CH:19]=1)(=[O:9])=[O:8], predict the reactants needed to synthesize it. The reactants are: [F:1][C:2]1[CH:3]=[C:4]([CH:29]=[CH:30][CH:31]=1)[CH2:5][N:6]([CH2:20][C:21]1[CH:26]=[CH:25][C:24]([O:27][CH3:28])=[CH:23][CH:22]=1)[S:7]([C:10]1[CH:19]=[CH:18][C:13]([C:14]([O:16]C)=[O:15])=[CH:12][CH:11]=1)(=[O:9])=[O:8].[OH-].[Na+]. (6) Given the product [CH:65]1[C:66]2[CH:54]([CH2:53][O:52][C:50]([N:47]3[CH2:48][CH2:49][CH:44]([NH:43][C:26](=[O:27])[C:25]4[CH:29]=[CH:30][C:22]([NH:21][C:19]5[N:18]=[CH:17][C:8]6[N:9]([CH3:16])[C:10](=[O:15])[C:11]([F:13])([F:14])[CH2:12][N:6]([CH:1]7[CH2:5][CH2:4][CH2:3][CH2:2]7)[C:7]=6[N:20]=5)=[C:23]([O:31][CH3:32])[CH:24]=4)[CH2:45][CH2:46]3)=[O:51])[C:55]3[C:60](=[CH:59][CH:58]=[CH:57][CH:56]=3)[C:61]=2[CH:62]=[CH:63][CH:64]=1, predict the reactants needed to synthesize it. The reactants are: [CH:1]1([N:6]2[CH2:12][C:11]([F:14])([F:13])[C:10](=[O:15])[N:9]([CH3:16])[C:8]3[CH:17]=[N:18][C:19]([NH:21][C:22]4[CH:30]=[CH:29][C:25]([C:26](O)=[O:27])=[CH:24][C:23]=4[O:31][CH3:32])=[N:20][C:7]2=3)[CH2:5][CH2:4][CH2:3][CH2:2]1.C(N(C(C)C)C(C)C)C.Cl.[NH2:43][CH:44]1[CH2:49][CH2:48][N:47]([C:50]([O:52][CH2:53][CH:54]2[C:66]3[C:61](=[CH:62][CH:63]=[CH:64][CH:65]=3)[C:60]3[C:55]2=[CH:56][CH:57]=[CH:58][CH:59]=3)=[O:51])[CH2:46][CH2:45]1. (7) Given the product [CH2:1]([O:3][C:4]1[CH:9]=[CH:8][CH:7]=[CH:6][C:5]=1[C:10]1[N:15]=[CH:14][N:13]=[C:12]([NH:16][C:17]([CH:19]2[CH2:24][CH2:23][N:22]([C:32](=[O:34])[CH3:33])[CH2:21][CH2:20]2)=[O:18])[CH:11]=1)[CH3:2], predict the reactants needed to synthesize it. The reactants are: [CH2:1]([O:3][C:4]1[CH:9]=[CH:8][CH:7]=[CH:6][C:5]=1[C:10]1[N:15]=[CH:14][N:13]=[C:12]([NH:16][C:17]([CH:19]2[CH2:24][CH2:23][NH:22][CH2:21][CH2:20]2)=[O:18])[CH:11]=1)[CH3:2].CCN(CC)CC.[C:32](Cl)(=[O:34])[CH3:33]. (8) Given the product [CH3:1][O:2][C:3](=[O:13])[C:4]1[CH:9]=[CH:8][C:7]([CH2:10][CH3:11])=[C:6]([O:12][CH2:19][CH2:18][CH2:17][O:16][C:15]([F:29])([F:28])[F:14])[CH:5]=1, predict the reactants needed to synthesize it. The reactants are: [CH3:1][O:2][C:3](=[O:13])[C:4]1[CH:9]=[CH:8][C:7]([CH2:10][CH3:11])=[C:6]([OH:12])[CH:5]=1.[F:14][C:15]([F:29])([F:28])[O:16][CH2:17][CH2:18][CH2:19]OS(C(F)(F)F)(=O)=O.C([O-])([O-])=O.[K+].[K+]. (9) Given the product [CH3:32][O:31][C:6]1[CH:5]=[C:4]2[C:9]([CH:10]([C:18]3[CH:19]=[CH:20][C:21]([O:24][C:25](=[O:30])[C:26]([CH3:28])([CH3:27])[CH3:29])=[CH:22][CH:23]=3)[CH:11]([C:12]3[CH:17]=[CH:16][CH:15]=[CH:14][CH:13]=3)[CH:2]=[CH:3]2)=[CH:8][CH:7]=1, predict the reactants needed to synthesize it. The reactants are: I[CH:2]1[CH:11]([C:12]2[CH:17]=[CH:16][CH:15]=[CH:14][CH:13]=2)[CH:10]([C:18]2[CH:23]=[CH:22][C:21]([O:24][C:25](=[O:30])[C:26]([CH3:29])([CH3:28])[CH3:27])=[CH:20][CH:19]=2)[C:9]2[C:4](=[CH:5][C:6]([O:31][CH3:32])=[CH:7][CH:8]=2)[CH2:3]1.[Cl-].[NH4+]. (10) Given the product [CH2:16]([N:14]1[CH:15]=[C:11]([C:9]2[S:10][C:3]3[C:4](=[N:5][CH:6]=[CH:7][C:2]=3[O:32][C:24]3[CH:25]=[CH:26][C:27]([N+:29]([O-:31])=[O:30])=[CH:28][C:23]=3[F:22])[CH:8]=2)[N:12]=[C:13]1[CH2:18][N:19]([CH3:21])[CH3:20])[CH3:17], predict the reactants needed to synthesize it. The reactants are: Cl[C:2]1[CH:7]=[CH:6][N:5]=[C:4]2[CH:8]=[C:9]([C:11]3[N:12]=[C:13]([CH2:18][N:19]([CH3:21])[CH3:20])[N:14]([CH2:16][CH3:17])[CH:15]=3)[S:10][C:3]=12.[F:22][C:23]1[CH:28]=[C:27]([N+:29]([O-:31])=[O:30])[CH:26]=[CH:25][C:24]=1[OH:32].C(N1C=C(C2SC3C(=NC=CC=3OC3C=CC([N+]([O-])=O)=CC=3F)C=2)N=C1)C.